Dataset: Forward reaction prediction with 1.9M reactions from USPTO patents (1976-2016). Task: Predict the product of the given reaction. (1) Given the reactants [Cl:1][C:2]1[CH:9]=[CH:8][CH:7]=[C:6]([SH:10])[C:3]=1[C:4]#[N:5].[OH:11][C:12]1[CH:19]=CC=C[C:13]=1C#N, predict the reaction product. The product is: [NH2:5][C:4]1[C:3]2[C:2]([Cl:1])=[CH:9][CH:8]=[CH:7][C:6]=2[S:10][C:13]=1[C:12](=[O:11])[CH3:19]. (2) Given the reactants F[C:2]1[CH:7]=[C:6]([C:8]2[CH:9]=[C:10]([CH:12]=[CH:13][C:14]=2[CH3:15])[NH2:11])[CH:5]=[C:4]([F:16])[N:3]=1.[NH:17]1[CH2:22][CH2:21][O:20][CH2:19][CH2:18]1.C(=O)([O-])[O-].[K+].[K+], predict the reaction product. The product is: [F:16][C:4]1[CH:5]=[C:6]([C:8]2[CH:9]=[C:10]([CH:12]=[CH:13][C:14]=2[CH3:15])[NH2:11])[CH:7]=[C:2]([N:17]2[CH2:22][CH2:21][O:20][CH2:19][CH2:18]2)[N:3]=1. (3) Given the reactants [O:1]1[C:5]2([CH2:9][CH:8]=[CH:7][CH2:6]2)[O:4][CH2:3][CH2:2]1.Cl[N:11]([Na])[S:12]([C:15]([CH3:18])([CH3:17])[CH3:16])(=[O:14])=[O:13].[Br-].[Br-].[Br-].C[N+](C)(C)C1C=CC=CC=1.C[N+](C1C=CC=CC=1)(C)C.C[N+](C1C=CC=CC=1)(C)C, predict the reaction product. The product is: [CH3:16][C:15]([S:12]([N:11]1[CH:8]2[CH:7]1[CH2:6][C:5]1([CH2:9]2)[O:4][CH2:3][CH2:2][O:1]1)(=[O:14])=[O:13])([CH3:18])[CH3:17]. (4) Given the reactants [CH3:1][C:2]1([C:7]2[O:11][C:10]([CH2:12][N:13]3[CH:17]=[CH:16][C:15]([NH2:18])=[N:14]3)=[CH:9][CH:8]=2)[O:6]CCO1.[CH3:19][O:20][CH2:21][CH2:22][C:23]1[CH:24]=[C:25]([C:29]2[O:33][CH:32]=[N:31][C:30]=2[C:34](O)=[O:35])[CH:26]=[CH:27][CH:28]=1, predict the reaction product. The product is: [C:2]([C:7]1[O:11][C:10]([CH2:12][N:13]2[CH:17]=[CH:16][C:15]([NH:18][C:34]([C:30]3[N:31]=[CH:32][O:33][C:29]=3[C:25]3[CH:26]=[CH:27][CH:28]=[C:23]([CH2:22][CH2:21][O:20][CH3:19])[CH:24]=3)=[O:35])=[N:14]2)=[CH:9][CH:8]=1)(=[O:6])[CH3:1]. (5) Given the reactants C([O-])([O-])=O.[Na+].[Na+].[C:7]([NH:10][N:11]=[C:12]([CH3:16])[C:13](O)=[O:14])(=[S:9])[NH2:8].Cl, predict the reaction product. The product is: [CH3:16][C:12]1[C:13](=[O:14])[NH:8][C:7](=[S:9])[NH:10][N:11]=1. (6) Given the reactants C[O:2][C:3](=[O:28])[C:4]1[CH:9]=[C:8]([C:10](=[O:26])[C:11]2[CH:16]=[CH:15][C:14]([N:17]([C:19]3[CH:24]=[CH:23][C:22]([Cl:25])=[CH:21][CH:20]=3)[CH3:18])=[CH:13][N:12]=2)[CH:7]=[CH:6][C:5]=1[NH2:27].[F:29][C:30]([F:41])([F:40])[C:31]1[CH:39]=[CH:38][C:34]([C:35](Cl)=[O:36])=[CH:33][CH:32]=1.C1(C)C=CC=CC=1, predict the reaction product. The product is: [Cl:25][C:22]1[CH:23]=[CH:24][C:19]([N:17]([CH3:18])[C:14]2[CH:15]=[CH:16][C:11]([C:10]([C:8]3[CH:7]=[CH:6][C:5]([NH:27][C:35](=[O:36])[C:34]4[CH:38]=[CH:39][C:31]([C:30]([F:29])([F:40])[F:41])=[CH:32][CH:33]=4)=[C:4]([CH:9]=3)[C:3]([OH:2])=[O:28])=[O:26])=[N:12][CH:13]=2)=[CH:20][CH:21]=1.